Predict the product of the given reaction. From a dataset of Forward reaction prediction with 1.9M reactions from USPTO patents (1976-2016). Given the reactants [C:1]([C:3]1[CH:8]=[C:7]([F:9])[CH:6]=[CH:5][C:4]=1[N:10]1[C:18]2[C:13](=[CH:14][C:15]([C@H:19]([C:31]3[CH:36]=[CH:35][CH:34]=[CH:33][CH:32]=3)[C:20]([CH3:30])([CH3:29])[C:21]([NH:23][C:24]3[S:25][CH:26]=[N:27][N:28]=3)=[O:22])=[CH:16][CH:17]=2)[CH:12]=[N:11]1)#N.C(O)(=O)CC(CC(O)=O)(C(O)=O)[OH:40].[OH2:50], predict the reaction product. The product is: [S:25]1[CH:26]=[N:27][N:28]=[C:24]1[NH:23][C:21](=[O:22])[C:20]([CH3:30])([CH3:29])[C@H:19]([C:15]1[CH:14]=[C:13]2[C:18](=[CH:17][CH:16]=1)[N:10]([C:4]1[CH:5]=[CH:6][C:7]([F:9])=[CH:8][C:3]=1[C:1]([OH:40])=[O:50])[N:11]=[CH:12]2)[C:31]1[CH:32]=[CH:33][CH:34]=[CH:35][CH:36]=1.